Predict the reaction yield, written as a fraction of the theoretical maximum amount of product (1.0 means a 100% yield; for example, 0.34 means a 34% yield). From a dataset of Reaction yield outcomes from USPTO patents with 853,638 reactions. (1) The catalyst is ClCCl. The reactants are [Br:1][C:2]1[CH:7]=[CH:6][C:5]([CH2:8][N:9]([CH2:17][CH2:18]O)[C:10](=[O:16])[O:11][C:12]([CH3:15])([CH3:14])[CH3:13])=[C:4]([OH:20])[CH:3]=1.C1(P(C2C=CC=CC=2)C2C=CC=CC=2)C=CC=CC=1.N(C(OC(C)C)=O)=NC(OC(C)C)=O. The yield is 0.860. The product is [Br:1][C:2]1[CH:7]=[CH:6][C:5]2[CH2:8][N:9]([C:10]([O:11][C:12]([CH3:13])([CH3:14])[CH3:15])=[O:16])[CH2:17][CH2:18][O:20][C:4]=2[CH:3]=1. (2) The reactants are [O:1]=[S:2]1(=[O:27])[CH2:7][CH2:6][CH:5]([C:8]2[C:16]3[C:11](=[C:12]([C:24]([NH2:26])=[O:25])[CH:13]=[C:14]([C:17]4[CH:21]=[C:20]([CH:22]=O)[S:19][CH:18]=4)[CH:15]=3)[NH:10][CH:9]=2)[CH2:4][CH2:3]1.CO.[NH:30]1[CH2:33][CH2:32][CH2:31]1.C([BH3-])#N.[Na+]. The catalyst is CS(C)=O.C(O)(=O)C. The product is [N:30]1([CH2:22][C:20]2[S:19][CH:18]=[C:17]([C:14]3[CH:15]=[C:16]4[C:11](=[C:12]([C:24]([NH2:26])=[O:25])[CH:13]=3)[NH:10][CH:9]=[C:8]4[CH:5]3[CH2:6][CH2:7][S:2](=[O:1])(=[O:27])[CH2:3][CH2:4]3)[CH:21]=2)[CH2:33][CH2:32][CH2:31]1. The yield is 0.0900. (3) The reactants are CC(N(C)C)=O.Cl[C:8]1[CH:9]=[CH:10][C:11]2[N:12]([C:14]([C:17]([F:20])([F:19])[F:18])=[N:15][N:16]=2)[N:13]=1.[NH:21]1[CH2:26][CH2:25][CH:24]([C:27]2[CH:32]=[CH:31][C:30]([OH:33])=[CH:29][CH:28]=2)[CH2:23][CH2:22]1.C(N(CC)CC)C. The catalyst is O. The product is [F:18][C:17]([F:20])([F:19])[C:14]1[N:12]2[N:13]=[C:8]([N:21]3[CH2:26][CH2:25][CH:24]([C:27]4[CH:28]=[CH:29][C:30]([OH:33])=[CH:31][CH:32]=4)[CH2:23][CH2:22]3)[CH:9]=[CH:10][C:11]2=[N:16][N:15]=1. The yield is 0.899. (4) The reactants are Br[C:2]1[CH:3]=[CH:4][C:5]2[NH:6][C:7]3[C:12]([C:13]=2[CH:14]=1)=[CH:11][CH:10]=[CH:9][CH:8]=3.[CH:15]1[C:23]2[C:22]3[CH:24]=[CH:25][CH:26]=[CH:27][C:21]=3[S:20][C:19]=2[C:18](B(O)O)=[CH:17][CH:16]=1.C1(C)C=CC=CC=1P(C1C=CC=CC=1C)C1C=CC=CC=1C.C(=O)([O-])[O-].[K+].[K+]. The catalyst is C([O-])(=O)C.[Pd+2].C([O-])(=O)C.C(O)C.C1(C)C=CC=CC=1. The product is [CH:15]1[C:23]2[C:22]3[CH:24]=[CH:25][CH:26]=[CH:27][C:21]=3[S:20][C:19]=2[C:18]([C:2]2[CH:3]=[CH:4][C:5]3[NH:6][C:7]4[C:12]([C:13]=3[CH:14]=2)=[CH:11][CH:10]=[CH:9][CH:8]=4)=[CH:17][CH:16]=1. The yield is 0.320. (5) The reactants are [CH2:1]([N:3]1[CH2:8][C:7]([CH3:10])([CH3:9])[O:6][C:5](=[O:11])[CH:4]1[CH2:12][C:13]([OH:15])=O)[CH3:2].C(N(C(C)C)CC)(C)C.CN(C(ON1N=NC2C=CC=NC1=2)=[N+](C)C)C.F[P-](F)(F)(F)(F)F.[CH3:49][N:50]1[C:58]2[C:53](=[CH:54][C:55]([NH2:59])=[CH:56][CH:57]=2)[CH:52]=[CH:51]1. The catalyst is CN(C=O)C. The product is [CH2:1]([N:3]1[CH2:8][C:7]([CH3:9])([CH3:10])[O:6][C:5](=[O:11])[CH:4]1[CH2:12][C:13]([NH:59][C:55]1[CH:54]=[C:53]2[C:58](=[CH:57][CH:56]=1)[N:50]([CH3:49])[CH:51]=[CH:52]2)=[O:15])[CH3:2]. The yield is 0.900. (6) The reactants are [NH2:1][C:2]1[CH:3]=[C:4]([CH2:8][CH2:9][C:10]2[CH:11]=[C:12]([NH:16][C:17](=[O:23])[O:18][C:19]([CH3:22])([CH3:21])[CH3:20])[CH:13]=[N:14][CH:15]=2)[CH:5]=[CH:6][CH:7]=1.[Cl:24][C:25]1[N:30]=[C:29](Cl)[C:28]([Cl:32])=[CH:27][N:26]=1.C(=O)([O-])[O-].[K+].[K+]. The catalyst is CN(C)C=O. The product is [Cl:24][C:25]1[N:30]=[C:29]([NH:1][C:2]2[CH:3]=[C:4]([CH2:8][CH2:9][C:10]3[CH:11]=[C:12]([NH:16][C:17](=[O:23])[O:18][C:19]([CH3:20])([CH3:22])[CH3:21])[CH:13]=[N:14][CH:15]=3)[CH:5]=[CH:6][CH:7]=2)[C:28]([Cl:32])=[CH:27][N:26]=1. The yield is 0.820. (7) The reactants are [Cl:1][C:2]1[CH:3]=[C:4]([NH2:18])[C:5]([NH2:17])=[CH:6][C:7]=1[O:8][C:9]1[CH:14]=[CH:13][C:12]([F:15])=[CH:11][C:10]=1[F:16].O.C(=O)(O)[O-].[Na+].[F:25][C:26]([F:37])([F:36])[C:27]([F:35])([F:34])[C:28]([F:33])([F:32])[C:29](O)=O. No catalyst specified. The product is [Cl:1][C:2]1[C:7]([O:8][C:9]2[CH:14]=[CH:13][C:12]([F:15])=[CH:11][C:10]=2[F:16])=[CH:6][C:5]2[NH:17][C:29]([C:28]([F:32])([F:33])[C:27]([F:34])([F:35])[C:26]([F:37])([F:36])[F:25])=[N:18][C:4]=2[CH:3]=1. The yield is 0.210.